Predict which catalyst facilitates the given reaction. From a dataset of Catalyst prediction with 721,799 reactions and 888 catalyst types from USPTO. (1) Reactant: [CH3:1][O:2][C:3]1[CH:8]=[CH:7][N+:6]([O-])=[C:5]([CH3:10])[CH:4]=1. Product: [CH3:1][O:2][C:3]1[CH:8]=[CH:7][N:6]=[C:5]([CH3:10])[CH:4]=1. The catalyst class is: 409. (2) Reactant: [C:1]([C:3]([C:6]1[CH:7]=[C:8]([CH:19]=[CH:20][CH:21]=1)[C:9]([NH:11][C:12]1[CH:17]=[CH:16][CH:15]=[C:14]([OH:18])[CH:13]=1)=[O:10])([CH3:5])[CH3:4])#[N:2].F[C:23]1[CH:32]=[CH:31][C:30]([N+:33]([O-:35])=[O:34])=[CH:29][C:24]=1[C:25]([O:27][CH3:28])=[O:26].C(=O)([O-])[O-].[K+].[K+]. Product: [C:1]([C:3]([C:6]1[CH:7]=[C:8]([C:9]([NH:11][C:12]2[CH:13]=[C:14]([CH:15]=[CH:16][CH:17]=2)[O:18][C:23]2[CH:32]=[CH:31][C:30]([N+:33]([O-:35])=[O:34])=[CH:29][C:24]=2[C:25]([O:27][CH3:28])=[O:26])=[O:10])[CH:19]=[CH:20][CH:21]=1)([CH3:5])[CH3:4])#[N:2]. The catalyst class is: 9. (3) Reactant: [CH3:1][O:2][C:3]1[CH:4]=[C:5]2[C:9](=[CH:10][C:11]=1[N+:12]([O-])=O)[N:8]([C:15](=[O:22])[C@@H:16]1[CH2:20][CH2:19][CH2:18][N:17]1[CH3:21])[CH2:7][CH2:6]2.O1CCCC1. Product: [CH3:1][O:2][C:3]1[CH:4]=[C:5]2[C:9](=[CH:10][C:11]=1[NH2:12])[N:8]([C:15](=[O:22])[C@@H:16]1[CH2:20][CH2:19][CH2:18][N:17]1[CH3:21])[CH2:7][CH2:6]2. The catalyst class is: 19. (4) Reactant: [OH-:1].[K+].[NH2:3]O.Cl.[CH3:6][N:7]1[CH:11]=[CH:10][C:9]([N:12]([C:24]2[CH:29]=[CH:28][CH:27]=[CH:26][N:25]=2)[CH2:13][CH2:14][CH2:15][CH2:16][CH2:17][CH2:18][C:19](OCC)=[O:20])=[N:8]1. Product: [NH2:3][OH:1].[OH:1][NH:3][C:19](=[O:20])[CH2:18][CH2:17][CH2:16][CH2:15][CH2:14][CH2:13][N:12]([C:9]1[CH:10]=[CH:11][N:7]([CH3:6])[N:8]=1)[C:24]1[CH:29]=[CH:28][CH:27]=[CH:26][N:25]=1. The catalyst class is: 5. (5) Reactant: O[CH2:2][CH2:3][N:4]([CH:31]([CH3:33])[CH3:32])[C:5]([C:7]1[C:12]([O:13][CH2:14][C:15]2[CH:20]=[CH:19][CH:18]=[CH:17][CH:16]=2)=[C:11]([OH:21])[N:10]=[C:9]([CH2:22][C:23]2[CH:28]=[CH:27][C:26]([Cl:29])=[CH:25][C:24]=2[Br:30])[N:8]=1)=[O:6].C1(P(C2C=CC=CC=2)C2C=CC=CC=2)C=CC=CC=1.N(C(OC(C)C)=O)=NC(OC(C)C)=O.CO. Product: [CH2:14]([O:13][C:12]1[C:11](=[O:21])[N:10]=[C:9]([CH2:22][C:23]2[CH:28]=[CH:27][C:26]([Cl:29])=[CH:25][C:24]=2[Br:30])[N:8]2[CH2:2][CH2:3][N:4]([CH:31]([CH3:32])[CH3:33])[C:5](=[O:6])[C:7]=12)[C:15]1[CH:16]=[CH:17][CH:18]=[CH:19][CH:20]=1. The catalyst class is: 46. (6) Reactant: C(#N)C.[F:4][C:5]1[CH:10]=[CH:9][CH:8]=[C:7]([F:11])[C:6]=1[N:12]1[C:17]2[N:18]=[C:19]([NH:37][CH2:38][C:39]3[NH:40][CH:41]=[CH:42][N:43]=3)[N:20]=[C:21]([C:22]3[CH:23]=[C:24]([CH:33]=[CH:34][C:35]=3[CH3:36])[C:25]([NH:27][C:28]3[S:29][CH:30]=[CH:31][N:32]=3)=[O:26])[C:16]=2[CH:15]=[CH:14][C:13]1=[O:44].[BrH:45]. Product: [BrH:45].[F:4][C:5]1[CH:10]=[CH:9][CH:8]=[C:7]([F:11])[C:6]=1[N:12]1[C:17]2[N:18]=[C:19]([NH:37][CH2:38][C:39]3[NH:43][CH:42]=[CH:41][N:40]=3)[N:20]=[C:21]([C:22]3[CH:23]=[C:24]([CH:33]=[CH:34][C:35]=3[CH3:36])[C:25]([NH:27][C:28]3[S:29][CH:30]=[CH:31][N:32]=3)=[O:26])[C:16]=2[CH:15]=[CH:14][C:13]1=[O:44]. The catalyst class is: 6. (7) Reactant: C([NH+](CC)CC)C.[CH3:8][O:9][C:10]1[CH:15]=[CH:14][C:13]([C:16]([NH:29][CH:30]([CH2:34][CH2:35][CH2:36]C)C([O-])=O)([C:23]2[CH:28]=[CH:27][CH:26]=[CH:25][CH:24]=2)[C:17]2[CH:22]=[CH:21][CH:20]=[CH:19][CH:18]=2)=[CH:12][CH:11]=1.C(N(CC)CC)C.[CH:45]1[C:50]([F:51])=[C:49]([F:52])[C:48]([O:53][C:54]([C:56](F)(F)F)=[O:55])=[C:47]([F:60])[C:46]=1[F:61]. Product: [CH3:8][O:9][C:10]1[CH:11]=[CH:12][C:13]([C:16]([NH:29][CH2:30][CH2:34][CH2:35][CH2:36][CH2:56][C:54]([O:53][C:48]2[C:49]([F:52])=[C:50]([F:51])[CH:45]=[C:46]([F:61])[C:47]=2[F:60])=[O:55])([C:17]2[CH:18]=[CH:19][CH:20]=[CH:21][CH:22]=2)[C:23]2[CH:28]=[CH:27][CH:26]=[CH:25][CH:24]=2)=[CH:14][CH:15]=1. The catalyst class is: 2. (8) Reactant: [Cl-].[CH2:2]([C:4]1[CH:25]=[CH:24][C:7]([NH:8][C:9]2[C:10]([NH2+:15][C:16]3[CH:21]=[CH:20][C:19]([CH2:22][CH3:23])=[CH:18][CH:17]=3)=[N:11][CH:12]=[CH:13][N:14]=2)=[CH:6][CH:5]=1)[CH3:3].[CH:26](OCC)(OCC)[O:27][CH2:28][CH3:29]. Product: [CH2:28]([O:27][CH:26]1[N:15]([C:16]2[CH:21]=[CH:20][C:19]([CH2:22][CH3:23])=[CH:18][CH:17]=2)[C:10]2=[N:11][CH:12]=[CH:13][N:14]=[C:9]2[N:8]1[C:7]1[CH:24]=[CH:25][C:4]([CH2:2][CH3:3])=[CH:5][CH:6]=1)[CH3:29]. The catalyst class is: 6. (9) Reactant: [C:1]1(=[O:7])[CH:5]=[CH:4][C:3](=[O:6])[CH2:2]1.S1([CH2:14][CH:13]=[CH:12][CH2:11]1)(=O)=O. Product: [C:1]1(=[O:7])[CH:5]2[CH:4]([CH2:11][CH:12]=[CH:13][CH2:14]2)[C:3](=[O:6])[CH2:2]1. The catalyst class is: 11.